Dataset: Catalyst prediction with 721,799 reactions and 888 catalyst types from USPTO. Task: Predict which catalyst facilitates the given reaction. (1) Reactant: [F:1][C:2]1[CH:7]=[CH:6][CH:5]=[CH:4][C:3]=1[N:8]1[CH:12]=[CH:11][N:10]([CH:13]2[CH2:18][CH2:17][N:16]([C:19]([O:21][C:22]([CH3:25])([CH3:24])[CH3:23])=[O:20])[CH2:15][CH2:14]2)[C:9]1=[O:26].[H][H]. Product: [F:1][C:2]1[CH:7]=[CH:6][CH:5]=[CH:4][C:3]=1[N:8]1[CH2:12][CH2:11][N:10]([CH:13]2[CH2:18][CH2:17][N:16]([C:19]([O:21][C:22]([CH3:24])([CH3:23])[CH3:25])=[O:20])[CH2:15][CH2:14]2)[C:9]1=[O:26]. The catalyst class is: 603. (2) Reactant: [F:1][C:2]([F:34])([F:33])[C:3]1[CH:8]=[CH:7][C:6](/[CH:9]=[CH:10]/[C:11]2[O:12][CH:13]=[C:14]([CH2:16][O:17][C:18]3[CH:23]=[CH:22][C:21]([CH2:24][CH2:25][CH2:26][CH2:27][N:28]4[CH:32]=[CH:31][N:30]=[N:29]4)=[CH:20][CH:19]=3)[N:15]=2)=[CH:5][CH:4]=1.[S:35](=[O:39])(=[O:38])([OH:37])[OH:36]. Product: [S:35]([OH:39])([OH:38])(=[O:37])=[O:36].[F:34][C:2]([F:1])([F:33])[C:3]1[CH:4]=[CH:5][C:6](/[CH:9]=[CH:10]/[C:11]2[O:12][CH:13]=[C:14]([CH2:16][O:17][C:18]3[CH:23]=[CH:22][C:21]([CH2:24][CH2:25][CH2:26][CH2:27][N:28]4[CH:32]=[CH:31][N:30]=[N:29]4)=[CH:20][CH:19]=3)[N:15]=2)=[CH:7][CH:8]=1. The catalyst class is: 362. (3) Reactant: [CH3:1][C:2]1([CH3:22])[O:10][C@@H:9]2[C@@H:4]([CH2:5][O:6][C@@:7]3([CH2:16][O:17][S:18]([NH2:21])(=[O:20])=[O:19])[O:13][C:12]([CH3:15])([CH3:14])[O:11][C@H:8]32)[O:3]1.[C:23]([O-:30])(=[O:29])/[CH:24]=[CH:25]\[C:26]([O-:28])=[O:27]. Product: [CH3:1][C:2]1([CH3:22])[O:10][C@@H:9]2[C@@H:4]([CH2:5][O:6][C@@:7]3([CH2:16][O:17][S:18]([NH2:21])(=[O:20])=[O:19])[O:13][C:12]([CH3:14])([CH3:15])[O:11][C@H:8]32)[O:3]1.[C:23]([O-:30])(=[O:29])/[CH:24]=[CH:25]\[C:26]([O-:28])=[O:27].[CH3:1][C:2]1([CH3:22])[O:10][C@@H:9]2[C@@H:4]([CH2:5][O:6][C@@:7]3([CH2:16][O:17][S:18]([NH2:21])(=[O:20])=[O:19])[O:13][C:12]([CH3:14])([CH3:15])[O:11][C@H:8]32)[O:3]1. The catalyst class is: 244. (4) Reactant: [Cl:1][C:2]1[C:3]([C:12](OCC)=[O:13])=[N:4][CH:5]=[C:6]([O:8][CH:9]([F:11])[F:10])[CH:7]=1.[BH4-].[Na+]. Product: [Cl:1][C:2]1[C:3]([CH2:12][OH:13])=[N:4][CH:5]=[C:6]([O:8][CH:9]([F:11])[F:10])[CH:7]=1. The catalyst class is: 5.